Predict the product of the given reaction. From a dataset of Forward reaction prediction with 1.9M reactions from USPTO patents (1976-2016). (1) Given the reactants Cl.[CH3:2][CH:3]1[CH2:12][C:11]2[C:6](=[CH:7][CH:8]=[C:9]([CH2:13][CH2:14][N:15]3[CH2:20][CH2:19][NH:18][CH2:17][CH2:16]3)[CH:10]=2)[C:5](=[O:21])[O:4]1.[OH-].[Na+].[CH3:24][O:25][C:26]1[CH:33]=[C:32]([CH2:34][CH:35]=O)[CH:31]=[CH:30][C:27]=1[C:28]#[N:29].C(O[BH-](OC(=O)C)OC(=O)C)(=O)C.[Na+], predict the reaction product. The product is: [CH3:24][O:25][C:26]1[CH:33]=[C:32]([CH2:34][CH2:35][N:18]2[CH2:17][CH2:16][N:15]([CH2:14][CH2:13][C:9]3[CH:10]=[C:11]4[C:6](=[CH:7][CH:8]=3)[C:5](=[O:21])[O:4][CH:3]([CH3:2])[CH2:12]4)[CH2:20][CH2:19]2)[CH:31]=[CH:30][C:27]=1[C:28]#[N:29]. (2) The product is: [C:50]([O:54][C@@H:55]([C:61]1[C:88]([CH3:89])=[CH:87][C:64]2[N:65]=[C:66]([N:68]3[CH2:73][CH2:72][N:71]([CH:74]([CH3:75])[CH3:76])[CH:70]([C:77]4[CH:78]=[C:79]5[C:83](=[CH:84][CH:85]=4)[N:82]([CH3:86])[N:81]=[CH:80]5)[CH2:69]3)[S:67][C:63]=2[C:62]=1[C:90]1[CH:91]=[CH:92][C:93]([Cl:96])=[CH:94][CH:95]=1)[C:56]([OH:58])=[O:57])([CH3:52])([CH3:53])[CH3:51]. Given the reactants C(O[C@@H](C1C(C)=CC2N=C(N3CCN(C(OC(C)(C)C)=O)C(C4C=C5C(=CC=4)N(C)N=C5)C3)SC=2C=1C1C=CC(Cl)=CC=1)C(O)=O)(C)(C)C.[C:50]([O:54][C@@H:55]([C:61]1[C:88]([CH3:89])=[CH:87][C:64]2[N:65]=[C:66]([N:68]3[CH2:73][CH2:72][N:71]([CH:74]([CH3:76])[CH3:75])[CH:70]([C:77]4[CH:78]=[C:79]5[C:83](=[CH:84][CH:85]=4)[N:82]([CH3:86])[N:81]=[CH:80]5)[CH2:69]3)[S:67][C:63]=2[C:62]=1[C:90]1[CH:95]=[CH:94][C:93]([Cl:96])=[CH:92][CH:91]=1)[C:56]([O:58]CC)=[O:57])([CH3:53])([CH3:52])[CH3:51], predict the reaction product. (3) Given the reactants F[P-](F)(F)(F)(F)F.N1(O[P+](N2CCCC2)(N2CCCC2)N2CCCC2)C2C=CC=CC=2N=N1.[CH3:34][C:35]1[C:39]([C:40]2[CH:49]=[C:48]3[C:43]([C:44]([NH:53][C:54]4[CH:59]=[CH:58][CH:57]=[C:56]([C:60]([O:62][CH2:63][CH3:64])=[O:61])[CH:55]=4)=[C:45]([C:50]([OH:52])=O)[CH:46]=[N:47]3)=[CH:42][CH:41]=2)=[C:38]([CH3:65])[O:37][N:36]=1.Cl.[CH3:67][O:68][C:69](=[O:78])[C:70]1[CH:75]=[CH:74][CH:73]=[C:72]([CH2:76][NH2:77])[CH:71]=1.C(N(CC)CC)C, predict the reaction product. The product is: [CH3:34][C:35]1[C:39]([C:40]2[CH:49]=[C:48]3[C:43]([C:44]([NH:53][C:54]4[CH:59]=[CH:58][CH:57]=[C:56]([C:60]([O:62][CH2:63][CH3:64])=[O:61])[CH:55]=4)=[C:45]([C:50]([NH:77][CH2:76][C:72]4[CH:71]=[C:70]([CH:75]=[CH:74][CH:73]=4)[C:69]([O:68][CH3:67])=[O:78])=[O:52])[CH:46]=[N:47]3)=[CH:42][CH:41]=2)=[C:38]([CH3:65])[O:37][N:36]=1. (4) Given the reactants O.Cl.[NH:3]1[CH2:8][CH2:7][C:6](=[O:9])[CH2:5][CH2:4]1.[CH3:10][O:11][CH2:12][CH2:13]Br.C([O-])([O-])=O.[K+].[K+], predict the reaction product. The product is: [CH3:10][O:11][CH2:12][CH2:13][N:3]1[CH2:8][CH2:7][C:6](=[O:9])[CH2:5][CH2:4]1.